From a dataset of Peptide-MHC class I binding affinity with 185,985 pairs from IEDB/IMGT. Regression. Given a peptide amino acid sequence and an MHC pseudo amino acid sequence, predict their binding affinity value. This is MHC class I binding data. (1) The peptide sequence is INWNFIRI. The MHC is H-2-Db with pseudo-sequence H-2-Db. The binding affinity (normalized) is 0.0404. (2) The peptide sequence is FQFKYAAAF. The MHC is Mamu-A2201 with pseudo-sequence Mamu-A2201. The binding affinity (normalized) is 0.548. (3) The peptide sequence is MSRKLHRYI. The MHC is HLA-B40:01 with pseudo-sequence HLA-B40:01. The binding affinity (normalized) is 0.0847. (4) The peptide sequence is RPMTYKAAL. The MHC is HLA-A24:02 with pseudo-sequence HLA-A24:02. The binding affinity (normalized) is 0.